The task is: Predict the product of the given reaction.. This data is from Forward reaction prediction with 1.9M reactions from USPTO patents (1976-2016). (1) Given the reactants C1([C:7]2[NH:8][C:9]3[CH:10]=[CH:11][CH:12]=[C:13]4[C:19](=[O:20])[NH:18][CH2:17][CH2:16][C:15]=2[C:14]=34)C=CC=CC=1.[F:21][C:22]1[CH:27]=[C:26]([F:28])[CH:25]=[CH:24][C:23]=1B(O)O, predict the reaction product. The product is: [F:21][C:22]1[CH:27]=[C:26]([F:28])[CH:25]=[CH:24][C:23]=1[C:7]1[NH:8][C:9]2[CH:10]=[CH:11][CH:12]=[C:13]3[C:19](=[O:20])[NH:18][CH2:17][CH2:16][C:15]=1[C:14]=23. (2) Given the reactants [NH2:1][C:2]1[C:10]2[C:9]([CH3:11])=[N:8][C:7]([C:12]3[CH:17]=[CH:16][C:15]([O:18][CH:19]([CH3:21])[CH3:20])=[CH:14][CH:13]=3)=[N:6][C:5]=2[S:4][C:3]=1[C:22]([NH2:24])=[O:23].[O:25]=[C:26](Cl)OC(Cl)(Cl)Cl.O, predict the reaction product. The product is: [CH3:11][C:9]1[C:10]2[C:2]3[NH:1][C:26](=[O:25])[NH:24][C:22](=[O:23])[C:3]=3[S:4][C:5]=2[N:6]=[C:7]([C:12]2[CH:13]=[CH:14][C:15]([O:18][CH:19]([CH3:21])[CH3:20])=[CH:16][CH:17]=2)[N:8]=1. (3) Given the reactants C(OC([N:8]1[CH2:13][CH2:12][C:11]([CH2:15][CH2:16][C:17]([F:20])([F:19])[CH3:18])([OH:14])[CH2:10][CH2:9]1)=O)(C)(C)C.Cl, predict the reaction product. The product is: [F:20][C:17]([F:19])([CH3:18])[CH2:16][CH2:15][C:11]1([OH:14])[CH2:10][CH2:9][NH:8][CH2:13][CH2:12]1. (4) Given the reactants [C:1]([O:5][C:6]([N:8]1[CH2:13][CH2:12][C@:11]([OH:39])([C:14]2[CH:19]=[CH:18][C:17]([O:20][CH2:21][CH2:22][CH2:23][O:24][CH3:25])=[CH:16][C:15]=2[CH2:26][CH2:27][O:28][Si:29]([CH:36]([CH3:38])[CH3:37])([CH:33]([CH3:35])[CH3:34])[CH:30]([CH3:32])[CH3:31])[C@@H:10]([O:40][CH2:41][C:42]2[CH:43]=[CH:44][C:45]3[O:50][CH2:49][C:48](=O)[N:47]([CH2:52][CH2:53][CH2:54][O:55][CH3:56])[C:46]=3[CH:57]=2)[CH2:9]1)=[O:7])([CH3:4])([CH3:3])[CH3:2].B.C1COCC1.CO, predict the reaction product. The product is: [C:1]([O:5][C:6]([N:8]1[CH2:13][CH2:12][C@:11]([OH:39])([C:14]2[CH:19]=[CH:18][C:17]([O:20][CH2:21][CH2:22][CH2:23][O:24][CH3:25])=[CH:16][C:15]=2[CH2:26][CH2:27][O:28][Si:29]([CH:33]([CH3:34])[CH3:35])([CH:36]([CH3:37])[CH3:38])[CH:30]([CH3:32])[CH3:31])[C@@H:10]([O:40][CH2:41][C:42]2[CH:43]=[CH:44][C:45]3[O:50][CH2:49][CH2:48][N:47]([CH2:52][CH2:53][CH2:54][O:55][CH3:56])[C:46]=3[CH:57]=2)[CH2:9]1)=[O:7])([CH3:3])([CH3:4])[CH3:2]. (5) Given the reactants ClC1C=C(C=CC=1OC)CN[C:7]1C2CN(C)CCC=2[N:10]=[C:9]2[CH:18]=[CH:19][C:20]([C:22]#[N:23])=[CH:21][C:8]=12.[CH2:29]([N:31]1[CH2:36][CH2:35][C:34](=O)[CH2:33][CH2:32]1)[CH3:30].O=P(Cl)(Cl)[Cl:40], predict the reaction product. The product is: [Cl:40][C:7]1[C:35]2[CH2:36][N:31]([CH2:29][CH3:30])[CH2:32][CH2:33][C:34]=2[N:10]=[C:9]2[CH:18]=[CH:19][C:20]([C:22]#[N:23])=[CH:21][C:8]=12.